From a dataset of Experimentally validated miRNA-target interactions with 360,000+ pairs, plus equal number of negative samples. Binary Classification. Given a miRNA mature sequence and a target amino acid sequence, predict their likelihood of interaction. (1) The miRNA is hsa-miR-5572 with sequence GUUGGGGUGCAGGGGUCUGCU. The protein sequence of the target gene is MWLPLLLGALLWAVLWLLRDRQSLPASNAFVFITGCDSGFGRLLALQLDQRGFRVLASCLTPSGAEDLQRVASSRLHTTLLDITDPQSVQQAAKWVEMHVKEAGLFGLVNNAGVAGIIGPTPWLTRDDFQRVLNVNTMGPIGVTLALLPLLQQARGRVINITSVLGRLAANGGGYCVSKFGLEAFSDSLRRDVAHFGIRVSIVEPGFFRTPVTNLESLEKTLQACWARLPPATQAHYGGAFLTKYLKMQQRIMNLICDPDLTKVSRCLEHALTARHPRTRYSPGWDAKLLWLPASYLPAS.... Result: 0 (no interaction). (2) The miRNA is hsa-miR-423-5p with sequence UGAGGGGCAGAGAGCGAGACUUU. The protein sequence of the target gene is MGPPSAPPCRLHVPWKEVLLTASLLTFWNPPTTAKLTIESTPFNVAEGKEVLLLAHNLPQNRIGYSWYKGERVDGNSLIVGYVIGTQQATPGPAYSGRETIYPNASLLIQNVTQNDTGFYTLQVIKSDLVNEEATGQFHVYPELPKPSISSNNSNPVEDKDAVAFTCEPEVQNTTYLWWVNGQSLPVSPRLQLSNGNMTLTLLSVKRNDAGSYECEIQNPASANRSDPVTLNVLYGPDGPTISPSKANYRPGENLNLSCHAASNPPAQYSWFINGTFQQSTQELFIPNITVNNSGSYMCQ.... Result: 1 (interaction). (3) Result: 1 (interaction). The miRNA is hsa-miR-3674 with sequence AUUGUAGAACCUAAGAUUGGCC. The protein sequence of the target gene is MPGARRRRRGAAMEGKPRAGVALAPGPSGRRPSARCARRRRPGLLLPGLWLLLLARPASCAPDELSPEQHNLSLYSMELVLKKSTGHSAAQVALTETAPGSQHSSPLHVTAPPSATTFDTAFFNQGKQTKSTADPSIFVATYVSVTSKEVAVNDDEMDNFLPDTHWTTPRMVSPIQYITVSPPGLPREALEPMLTPSLPMVSLQDEEVTSGWQNTTRQPAAYAESASHFHTFRSAFRTSEGIVPTPGRNLVLYPTDAYSHLSSRTLPEIVASLTEGVETTLFLSSRSLMPQPLGDGITIP.... (4) The miRNA is hsa-miR-3665 with sequence AGCAGGUGCGGGGCGGCG. The protein sequence of the target gene is MENVPKENKVVEKAPVQNEAPALGGGEYQEPGGNVKGVWAPPAPGFGEDVPNRLVDNIDMIDGDGDDMERFMEEMRELRRKIRELQLRYSLRILIGDPPHHDHHDEFCLMP. Result: 0 (no interaction). (5) The miRNA is mmu-miR-15a-5p with sequence UAGCAGCACAUAAUGGUUUGUG. The protein sequence of the target gene is MLSLKKYLTEGLLQFTILLSLIGVRVDVDTYLTSQLPPLREIILGPSSAYTQTQFHNLRNTLDGYGIHPKSIDLDNYFTARRLLSQVRALDRFQVPTTEVNAWLVHRDPEGSVSGSQPNSGLALESSSGLQDVTGPDNGVRESETEQGFGEDLEDLGAVAPPVSGDLTKEDIDLIDILWRQDIDLGAGREVFDYSHRQKEQDVDKELQDGREREDTWSGEGAEALARDLLVDGETGESFPAQFPADVSSIPEAVPSESESPALQNSLLSPLLTGTESPFDLEQQWQDLMSIMEMQAMEVN.... Result: 1 (interaction).